From a dataset of Full USPTO retrosynthesis dataset with 1.9M reactions from patents (1976-2016). Predict the reactants needed to synthesize the given product. (1) Given the product [CH3:1][C:2]1([CH3:25])[CH2:11][CH2:10][C:9]([CH3:12])([CH3:13])[C:8]2[CH:7]=[C:6]([C:14]3[O:18][C:17]([CH:19]4[CH2:24][CH2:23][N:22]([CH2:33][CH2:32][CH2:31][CH2:30][OH:29])[CH2:21][CH2:20]4)=[N:16][N:15]=3)[CH:5]=[CH:4][C:3]1=2, predict the reactants needed to synthesize it. The reactants are: [CH3:1][C:2]1([CH3:25])[CH2:11][CH2:10][C:9]([CH3:13])([CH3:12])[C:8]2[CH:7]=[C:6]([C:14]3[O:18][C:17]([CH:19]4[CH2:24][CH2:23][NH:22][CH2:21][CH2:20]4)=[N:16][N:15]=3)[CH:5]=[CH:4][C:3]1=2.C([O:29][CH2:30][CH2:31][CH2:32][CH2:33]Br)(=O)C.[OH-].[Na+]. (2) Given the product [CH2:37]([O:44][C:45]([N:47]1[CH2:52][CH2:51][CH:50]([C:53](=[O:57])[CH:54]([CH3:55])[CH:9]([C:7]2[CH:6]=[CH:5][N:4]=[C:3]([S:2][CH3:1])[N:8]=2)[C:10](=[O:11])[C:12]2[CH:17]=[CH:16][CH:15]=[C:14]([C:18]([F:20])([F:21])[F:19])[CH:13]=2)[CH2:49][CH2:48]1)=[O:46])[C:38]1[CH:39]=[CH:40][CH:41]=[CH:42][CH:43]=1, predict the reactants needed to synthesize it. The reactants are: [CH3:1][S:2][C:3]1[N:8]=[C:7]([CH2:9][C:10]([C:12]2[CH:17]=[CH:16][CH:15]=[C:14]([C:18]([F:21])([F:20])[F:19])[CH:13]=2)=[O:11])[CH:6]=[CH:5][N:4]=1.C[Si]([N-][Si](C)(C)C)(C)C.[Na+].C1COCC1.[CH2:37]([O:44][C:45]([N:47]1[CH2:52][CH2:51][CH:50]([C:53](=[O:57])[CH:54](Br)[CH3:55])[CH2:49][CH2:48]1)=[O:46])[C:38]1[CH:43]=[CH:42][CH:41]=[CH:40][CH:39]=1. (3) Given the product [NH2:10][C:6]1[CH:7]=[CH:8][CH:9]=[C:4]([NH2:1])[C:5]=1[NH:13][CH2:14][CH2:15][CH2:16][NH:17][C:18](=[O:24])[O:19][C:20]([CH3:22])([CH3:21])[CH3:23], predict the reactants needed to synthesize it. The reactants are: [N+:1]([C:4]1[CH:9]=[CH:8][CH:7]=[C:6]([N+:10]([O-])=O)[C:5]=1[NH:13][CH2:14][CH2:15][CH2:16][NH:17][C:18](=[O:24])[O:19][C:20]([CH3:23])([CH3:22])[CH3:21])([O-])=O. (4) Given the product [C:24]([OH:30])(=[O:29])[CH2:25][C:26]([OH:28])=[O:27].[Cl:1][C:2]1[CH:3]=[CH:4][C:5]([C:8]2[CH2:9][CH:10]3[NH:15][CH:13]([CH2:12][CH2:11]3)[CH:14]=2)=[CH:6][CH:7]=1, predict the reactants needed to synthesize it. The reactants are: [Cl:1][C:2]1[CH:7]=[CH:6][C:5]([C:8]2[CH2:14][CH:13]3[N:15](C)[CH:10]([CH2:11][CH2:12]3)[CH:9]=2)=[CH:4][CH:3]=1.ClC(OC(Cl)C)=O.[C:24]([OH:30])(=[O:29])[CH2:25][C:26]([OH:28])=[O:27].